Dataset: Full USPTO retrosynthesis dataset with 1.9M reactions from patents (1976-2016). Task: Predict the reactants needed to synthesize the given product. (1) Given the product [CH3:3][CH:2]([CH2:4][C:5]([O:7][CH3:8])=[O:6])[C:1]([O:10][CH3:11])=[O:9], predict the reactants needed to synthesize it. The reactants are: [C:1]([O:10][CH3:11])(=[O:9])[C:2]([CH2:4][C:5]([O:7][CH3:8])=[O:6])=[CH2:3].[H][H]. (2) Given the product [Cl:7][C:8]1[CH:13]=[CH:12][C:11]([S:14]([CH2:28][C:19]2[CH:20]=[CH:21][C:22]3[C:27](=[CH:26][CH:25]=[CH:24][CH:23]=3)[CH:18]=2)(=[O:16])=[O:15])=[CH:10][CH:9]=1, predict the reactants needed to synthesize it. The reactants are: C([O-])([O-])=O.[K+].[K+].[Cl:7][C:8]1[CH:13]=[CH:12][C:11]([S:14]([O-:16])=[O:15])=[CH:10][CH:9]=1.[Na+].[CH:18]1[C:27]2[C:22](=[CH:23][CH:24]=[CH:25][CH:26]=2)[CH:21]=[CH:20][C:19]=1[CH2:28]Br.